From a dataset of Reaction yield outcomes from USPTO patents with 853,638 reactions. Predict the reaction yield, written as a fraction of the theoretical maximum amount of product (1.0 means a 100% yield; for example, 0.34 means a 34% yield). (1) The reactants are N1C=CC=[CH:3][C:2]=1[C:7]1C=CC=CN=1.[Br:13][C:14]1[CH:15]=[N:16][NH:17][CH:18]=1.[B-](F)(F)(F)C(C)=C.[K+].C([O-])([O-])=O.[Na+].[Na+]. The catalyst is ClCCCl.CC([O-])=O.CC([O-])=O.[Cu+2]. The product is [Br:13][C:14]1[CH:15]=[N:16][N:17]([C:2]([CH3:7])=[CH2:3])[CH:18]=1. The yield is 0.660. (2) The reactants are C([Sn](CCCC)(CCCC)[CH2:6][O:7][CH2:8][O:9][CH3:10])CCC.[Li]CCCC.[Br:24][C:25]1[CH:30]=[CH:29][C:28]([NH:31][C:32]2[C:33]([CH:43]=[O:44])=[CH:34][C:35]3[N:39]([CH3:40])[CH:38]=[N:37][C:36]=3[C:41]=2[F:42])=[C:27]([Cl:45])[CH:26]=1. The catalyst is C1COCC1. The product is [Br:24][C:25]1[CH:30]=[CH:29][C:28]([NH:31][C:32]2[C:33]([CH:43]([OH:44])[CH2:6][O:7][CH2:8][O:9][CH3:10])=[CH:34][C:35]3[N:39]([CH3:40])[CH:38]=[N:37][C:36]=3[C:41]=2[F:42])=[C:27]([Cl:45])[CH:26]=1. The yield is 0.640. (3) The reactants are [CH3:1][C:2]1([CH3:36])[CH2:7][C:6](=O)[CH2:5][C:4]([CH3:10])([CH3:9])[P:3]1[C:11]1[C:16]([O:17][CH3:18])=[CH:15][CH:14]=[C:13]([O:19][CH3:20])[C:12]=1[C:21]1[C:26]([CH:27]([CH3:29])[CH3:28])=[CH:25][C:24]([CH:30]([CH3:32])[CH3:31])=[CH:23][C:22]=1[CH:33]([CH3:35])[CH3:34].C(O)COCCO.O.NN.[OH-].[K+]. No catalyst specified. The product is [CH3:36][C:2]1([CH3:1])[CH2:7][CH2:6][CH2:5][C:4]([CH3:9])([CH3:10])[P:3]1[C:11]1[C:16]([O:17][CH3:18])=[CH:15][CH:14]=[C:13]([O:19][CH3:20])[C:12]=1[C:21]1[C:26]([CH:27]([CH3:28])[CH3:29])=[CH:25][C:24]([CH:30]([CH3:32])[CH3:31])=[CH:23][C:22]=1[CH:33]([CH3:35])[CH3:34]. The yield is 0.270. (4) The yield is 0.637. The catalyst is C1COCC1.O. The product is [OH:8][C@H:9]1[C@H:13]([CH3:1])[C:12](=[O:14])[N:11]([C:15]2[CH:22]=[CH:21][C:18]([C:19]#[N:20])=[C:17]([C:23]([F:26])([F:24])[F:25])[CH:16]=2)[C@H:10]1[CH3:27]. The reactants are [CH:1](NC(C)C)(C)C.[OH:8][C@H:9]1[CH2:13][C:12](=[O:14])[N:11]([C:15]2[CH:22]=[CH:21][C:18]([C:19]#[N:20])=[C:17]([C:23]([F:26])([F:25])[F:24])[CH:16]=2)[C@H:10]1[CH3:27].IC.C(O)(=O)C. (5) The reactants are [N:1]1([C:6]2[CH:11]=[C:10]([Cl:12])[C:9]([S:13]([NH2:16])(=[O:15])=[O:14])=[C:8](Cl)[C:7]=2[N+:18]([O-:20])=[O:19])[CH2:5][CH2:4][CH2:3][CH2:2]1.[H-].[Na+].[OH2:23]. No catalyst specified. The product is [N:1]1([C:6]2[CH:11]=[C:10]([Cl:12])[C:9]([S:13]([NH2:16])(=[O:15])=[O:14])=[C:8]([OH:23])[C:7]=2[N+:18]([O-:20])=[O:19])[CH2:5][CH2:4][CH2:3][CH2:2]1. The yield is 0.690. (6) The product is [CH2:14]([O:13][C:11]1[CH:10]=[C:6]([CH2:7][OH:8])[CH:5]=[C:4]([CH2:3][OH:2])[CH:12]=1)[CH2:15][CH2:16][CH3:17]. The catalyst is C1COCC1. The reactants are C[O:2][C:3](=O)[C:4]1[CH:12]=[C:11]([O:13][CH2:14][CH2:15][CH2:16][CH3:17])[CH:10]=[C:6]([C:7](O)=[O:8])[CH:5]=1.CCCCCC. The yield is 0.880. (7) The reactants are C1C(=O)N([I:8])C(=O)C1.[F:9][C:10]1[CH:15]=[C:14]([F:16])[CH:13]=[CH:12][C:11]=1[C:17]1[N:18]=[C:19]2[N:23]([CH:24]=1)[CH:22]=[CH:21][S:20]2. The catalyst is CN(C=O)C.O. The product is [F:9][C:10]1[CH:15]=[C:14]([F:16])[CH:13]=[CH:12][C:11]=1[C:17]1[N:18]=[C:19]2[N:23]([C:24]=1[I:8])[CH:22]=[CH:21][S:20]2. The yield is 0.578. (8) The reactants are [F:1][C:2]1[CH:3]=[N:4][CH:5]=[CH:6][C:7]=1[C:8]1[N:9]=[CH:10][C:11](=O)[NH:12][C:13]=1[C:14]1[CH:15]=[N:16][CH:17]=[CH:18][CH:19]=1.P(Cl)(Cl)([Cl:23])=O. No catalyst specified. The product is [Cl:23][C:11]1[N:12]=[C:13]([C:14]2[CH:15]=[N:16][CH:17]=[CH:18][CH:19]=2)[C:8]([C:7]2[CH:6]=[CH:5][N:4]=[CH:3][C:2]=2[F:1])=[N:9][CH:10]=1. The yield is 0.330. (9) The reactants are [CH3:1][O:2][C:3]1[CH:41]=[CH:40][C:6]([CH2:7][N:8]2[C:12]3=[N:13][CH:14]=[CH:15][C:16]([O:17][C:18]4[CH:23]=[CH:22][C:21]([O:24][C:25]5[CH:30]=[CH:29][CH:28]=[CH:27][CH:26]=5)=[CH:20][CH:19]=4)=[C:11]3[C:10]([NH:31][C:32]3[CH:37]=[CH:36][N:35]=[C:34]([C:38]#[N:39])[CH:33]=3)=[N:9]2)=[CH:5][CH:4]=1.[OH-:42].[Na+]. The yield is 0.500. The catalyst is CCO.O. The product is [CH3:1][O:2][C:3]1[CH:4]=[CH:5][C:6]([CH2:7][N:8]2[C:12]3=[N:13][CH:14]=[CH:15][C:16]([O:17][C:18]4[CH:19]=[CH:20][C:21]([O:24][C:25]5[CH:30]=[CH:29][CH:28]=[CH:27][CH:26]=5)=[CH:22][CH:23]=4)=[C:11]3[C:10]([NH:31][C:32]3[CH:37]=[CH:36][N:35]=[C:34]([C:38]([NH2:39])=[O:42])[CH:33]=3)=[N:9]2)=[CH:40][CH:41]=1. (10) The reactants are [Br:1][CH2:2][C:3](Br)=[O:4].[CH3:6][C:7]1[N:11]([CH:12]2[CH2:17][CH2:16][CH2:15][CH2:14][O:13]2)[N:10]=[C:9]([NH2:18])[CH:8]=1.C(N(CC)CC)C. The catalyst is C(Cl)Cl. The product is [Br:1][CH2:2][C:3]([NH:18][C:9]1[CH:8]=[C:7]([CH3:6])[N:11]([CH:12]2[CH2:17][CH2:16][CH2:15][CH2:14][O:13]2)[N:10]=1)=[O:4]. The yield is 0.590.